Task: Predict the reactants needed to synthesize the given product.. Dataset: Full USPTO retrosynthesis dataset with 1.9M reactions from patents (1976-2016) (1) Given the product [N+:28]([C:25]1[CH:26]=[CH:27][C:22]([N:6]2[C:7]3[C:12](=[CH:11][CH:10]=[CH:9][CH:8]=3)[CH2:13][C:14]3[CH:1]=[CH:2][CH:3]=[CH:4][C:5]2=3)=[CH:23][CH:24]=1)([O-:30])=[O:29], predict the reactants needed to synthesize it. The reactants are: [CH:1]1[C:14]2[CH2:13][C:12]3[C:7](=[CH:8][CH:9]=[CH:10][CH:11]=3)[NH:6][C:5]=2[CH:4]=[CH:3][CH:2]=1.CC(C)([O-])C.[Na+].Br[C:22]1[CH:27]=[CH:26][C:25]([N+:28]([O-:30])=[O:29])=[CH:24][CH:23]=1. (2) The reactants are: [CH3:1][C:2]1([C:10]([NH2:12])=[O:11])[CH2:7][C:6](=[O:8])[CH2:5][C:4](=[O:9])[CH2:3]1.[OH-].[K+].Br[CH2:16][C:17](=O)[C:18]([OH:20])=[O:19]. Given the product [C:10]([C:2]1([CH3:1])[CH2:7][C:6](=[O:8])[C:5]2[C:17]([C:18]([OH:20])=[O:19])=[CH:16][O:9][C:4]=2[CH2:3]1)(=[O:11])[NH2:12], predict the reactants needed to synthesize it.